Dataset: Catalyst prediction with 721,799 reactions and 888 catalyst types from USPTO. Task: Predict which catalyst facilitates the given reaction. (1) Reactant: [Br:1][C:2]1[CH:3]=[C:4]2[O:10]C(=O)[NH:8][C:5]2=[N:6][CH:7]=1.[OH-].[Na+]. Product: [NH2:8][C:5]1[C:4]([OH:10])=[CH:3][C:2]([Br:1])=[CH:7][N:6]=1. The catalyst class is: 24. (2) The catalyst class is: 292. Reactant: [Cl:1][C:2]1[CH:7]=[CH:6][C:5]([O:8][C:9]2[CH:14]=[CH:13][C:12]([N+:15]([O-])=O)=[CH:11][C:10]=2[O:18][CH3:19])=[CH:4][C:3]=1[Cl:20].[Cl-].[NH4+]. Product: [Cl:20][C:3]1[CH:4]=[C:5]([CH:6]=[CH:7][C:2]=1[Cl:1])[O:8][C:9]1[CH:14]=[CH:13][C:12]([NH2:15])=[CH:11][C:10]=1[O:18][CH3:19].